This data is from Reaction yield outcomes from USPTO patents with 853,638 reactions. The task is: Predict the reaction yield, written as a fraction of the theoretical maximum amount of product (1.0 means a 100% yield; for example, 0.34 means a 34% yield). (1) The reactants are [C:1]([C:3]1[N:8]=[CH:7][C:6]([CH:9]([CH3:15])[C:10]([O:12]CC)=[O:11])=[CH:5][CH:4]=1)#[N:2].O.[OH-].[Li+].Cl. The catalyst is O1CCCC1.O. The product is [C:1]([C:3]1[N:8]=[CH:7][C:6]([CH:9]([CH3:15])[C:10]([OH:12])=[O:11])=[CH:5][CH:4]=1)#[N:2]. The yield is 0.940. (2) The reactants are [C:1]([NH:6][C@H:7]([C:27]([O:29]C)=[O:28])[CH2:8][C:9]1[CH:14]=[CH:13][C:12]([O:15][CH2:16][CH2:17][C:18]2[CH:23]=[CH:22][C:21]([CH2:24][O:25][CH3:26])=[CH:20][CH:19]=2)=[CH:11][CH:10]=1)(=[O:5])[CH:2]([CH3:4])[CH3:3].O.[OH-].[Li+]. The catalyst is O1CCOCC1.O. The product is [C:1]([NH:6][C@H:7]([C:27]([OH:29])=[O:28])[CH2:8][C:9]1[CH:14]=[CH:13][C:12]([O:15][CH2:16][CH2:17][C:18]2[CH:23]=[CH:22][C:21]([CH2:24][O:25][CH3:26])=[CH:20][CH:19]=2)=[CH:11][CH:10]=1)(=[O:5])[CH:2]([CH3:3])[CH3:4]. The yield is 0.990. (3) The reactants are [CH:1]([N:4]1[C:8]([C:9]2[CH:10]=[C:11]([NH2:17])[CH:12]=[CH:13][C:14]=2[O:15][CH3:16])=[CH:7][CH:6]=[N:5]1)([CH3:3])[CH3:2].[Cl:18][C:19]1[CH:24]=[CH:23][C:22]([N:25]=[C:26]=[O:27])=[CH:21][CH:20]=1. The catalyst is C(Cl)Cl. The product is [Cl:18][C:19]1[CH:24]=[CH:23][C:22]([NH:25][C:26]([NH:17][C:11]2[CH:12]=[CH:13][C:14]([O:15][CH3:16])=[C:9]([C:8]3[N:4]([CH:1]([CH3:3])[CH3:2])[N:5]=[CH:6][CH:7]=3)[CH:10]=2)=[O:27])=[CH:21][CH:20]=1. The yield is 0.300. (4) The reactants are [H-].[Na+].[CH:3]([C:6]1[CH:21]=[CH:20][C:9]([CH2:10][C:11]2[C:16]([CH3:17])=[CH:15][C:14]([CH3:18])=[CH:13][C:12]=2[OH:19])=[CH:8][CH:7]=1)([CH3:5])[CH3:4].[CH3:22]I.O. The product is [CH:3]([C:6]1[CH:21]=[CH:20][C:9]([CH2:10][C:11]2[C:16]([CH3:17])=[CH:15][C:14]([CH3:18])=[CH:13][C:12]=2[O:19][CH3:22])=[CH:8][CH:7]=1)([CH3:5])[CH3:4]. The catalyst is CN(C=O)C. The yield is 0.820. (5) The reactants are C([O-])([O-])=O.[K+].[K+].[F:7][C:8]([F:18])([F:17])[C:9]1[CH:10]=[C:11]([CH:14]=[CH:15][CH:16]=1)[CH2:12]Br.[Br:19][C:20]1[CH:21]=[CH:22][C:23]([OH:26])=[N:24][CH:25]=1. The catalyst is C(#N)C. The product is [Br:19][C:20]1[CH:21]=[CH:22][C:23]([O:26][CH2:12][C:11]2[CH:14]=[CH:15][CH:16]=[C:9]([C:8]([F:18])([F:17])[F:7])[CH:10]=2)=[N:24][CH:25]=1. The yield is 0.800. (6) The reactants are Cl[C:2]1[N:7]=[C:6]([NH:8][C:9]2[CH:14]=[CH:13][CH:12]=[CH:11][C:10]=2[S:15]([CH:18]([CH3:20])[CH3:19])(=[O:17])=[O:16])[C:5]([Cl:21])=[CH:4][N:3]=1.[CH3:22][P:23]([C:26]1[CH:32]=[CH:31][C:29]([NH2:30])=[C:28]([F:33])[CH:27]=1)([CH3:25])=[O:24].Cl.[OH-].[Na+]. The catalyst is COCCO.C(O)C. The product is [Cl:21][C:5]1[C:6]([NH:8][C:9]2[CH:14]=[CH:13][CH:12]=[CH:11][C:10]=2[S:15]([CH:18]([CH3:20])[CH3:19])(=[O:17])=[O:16])=[N:7][C:2]([NH:30][C:29]2[CH:31]=[CH:32][C:26]([P:23]([CH3:22])([CH3:25])=[O:24])=[CH:27][C:28]=2[F:33])=[N:3][CH:4]=1. The yield is 0.220. (7) The reactants are [CH:1]([C:4]1[CH:9]=[CH:8][C:7]([CH:10]2[C:14]3[C:15]([CH3:28])=[C:16]([NH:21][C:22](=[O:27])[C:23](=[O:26])[CH2:24][CH3:25])[C:17]([CH3:20])=[C:18]([CH3:19])[C:13]=3[O:12][CH2:11]2)=[CH:6][CH:5]=1)([CH3:3])[CH3:2].[BH4-].[Na+].O. The catalyst is CO. The product is [OH:26][CH:23]([CH2:24][CH3:25])[C:22]([NH:21][C:16]1[C:17]([CH3:20])=[C:18]([CH3:19])[C:13]2[O:12][CH2:11][CH:10]([C:7]3[CH:6]=[CH:5][C:4]([CH:1]([CH3:2])[CH3:3])=[CH:9][CH:8]=3)[C:14]=2[C:15]=1[CH3:28])=[O:27]. The yield is 0.720. (8) The reactants are [NH2:1][C:2]1[C:3]([CH3:28])=[N:4][C:5]([O:9][CH2:10][C:11]([N:13]([CH:15]2[CH2:20][CH2:19][N:18]([CH2:21][C:22]3[CH:27]=[CH:26][CH:25]=[CH:24][CH:23]=3)[CH2:17][CH2:16]2)[CH3:14])=[O:12])=[N:6][C:7]=1[CH3:8].[C:29]([OH:36])(=[O:35])/[CH:30]=[CH:31]\[C:32]([OH:34])=[O:33]. The catalyst is CO. The product is [C:29]([OH:36])(=[O:35])/[CH:30]=[CH:31]\[C:32]([OH:34])=[O:33].[NH2:1][C:2]1[C:7]([CH3:8])=[N:6][C:5]([O:9][CH2:10][C:11]([N:13]([CH:15]2[CH2:20][CH2:19][N:18]([CH2:21][C:22]3[CH:23]=[CH:24][CH:25]=[CH:26][CH:27]=3)[CH2:17][CH2:16]2)[CH3:14])=[O:12])=[N:4][C:3]=1[CH3:28]. The yield is 0.860. (9) The reactants are [Br:1][C:2]1[CH:7]=[CH:6][C:5]([S:8](Cl)(=[O:10])=[O:9])=[CH:4][CH:3]=1.Cl.[CH3:13][C:14]1([OH:19])[CH2:18][CH2:17][NH:16][CH2:15]1.CCN(C(C)C)C(C)C. The catalyst is C(Cl)Cl. The product is [Br:1][C:2]1[CH:7]=[CH:6][C:5]([S:8]([N:16]2[CH2:17][CH2:18][C:14]([CH3:13])([OH:19])[CH2:15]2)(=[O:10])=[O:9])=[CH:4][CH:3]=1. The yield is 0.760.